From a dataset of NCI-60 drug combinations with 297,098 pairs across 59 cell lines. Regression. Given two drug SMILES strings and cell line genomic features, predict the synergy score measuring deviation from expected non-interaction effect. Drug 1: CCC(=C(C1=CC=CC=C1)C2=CC=C(C=C2)OCCN(C)C)C3=CC=CC=C3.C(C(=O)O)C(CC(=O)O)(C(=O)O)O. Drug 2: CC12CCC3C(C1CCC2OP(=O)(O)O)CCC4=C3C=CC(=C4)OC(=O)N(CCCl)CCCl.[Na+]. Cell line: OVCAR-4. Synergy scores: CSS=2.73, Synergy_ZIP=-0.525, Synergy_Bliss=2.46, Synergy_Loewe=0.320, Synergy_HSA=0.137.